Predict the reactants needed to synthesize the given product. From a dataset of Full USPTO retrosynthesis dataset with 1.9M reactions from patents (1976-2016). (1) The reactants are: C([NH:4][C:5]1[CH:10]=[CH:9][C:8]([S:11]([CH2:14][CH2:15][N:16]([CH2:19][CH3:20])[CH2:17][CH3:18])(=[O:13])=[O:12])=[CH:7][CH:6]=1)(=O)C.Cl. Given the product [CH2:19]([N:16]([CH2:17][CH3:18])[CH2:15][CH2:14][S:11]([C:8]1[CH:7]=[CH:6][C:5]([NH2:4])=[CH:10][CH:9]=1)(=[O:13])=[O:12])[CH3:20], predict the reactants needed to synthesize it. (2) Given the product [NH2:1][C:2]1[C:7]([C:8]#[N:9])=[C:6]([CH:10]2[CH2:15][CH2:14][CH2:13][CH2:12][CH2:11]2)[C:5]([C:16]#[N:17])=[C:4]([S:18][CH2:20][C:21]2[N:22]=[C:23]([C:26]3[CH:31]=[CH:30][C:29]([Cl:32])=[CH:28][CH:27]=3)[S:24][CH:25]=2)[N:3]=1, predict the reactants needed to synthesize it. The reactants are: [NH2:1][C:2]1[C:7]([C:8]#[N:9])=[C:6]([CH:10]2[CH2:15][CH2:14][CH2:13][CH2:12][CH2:11]2)[C:5]([C:16]#[N:17])=[C:4]([SH:18])[N:3]=1.Cl[CH2:20][C:21]1[N:22]=[C:23]([C:26]2[CH:31]=[CH:30][C:29]([Cl:32])=[CH:28][CH:27]=2)[S:24][CH:25]=1.C(=O)(O)[O-].[Na+].